Dataset: Catalyst prediction with 721,799 reactions and 888 catalyst types from USPTO. Task: Predict which catalyst facilitates the given reaction. Reactant: C[Si]([N:5]=[C:6]=[O:7])(C)C.[NH2:8][C:9]1[C:18]2[N:19]=[C:20]([CH2:29][CH2:30][CH3:31])[N:21]([CH2:22][CH2:23][CH2:24][CH2:25][NH:26][O:27][CH3:28])[C:17]=2[C:16]2[CH:15]=[CH:14][CH:13]=[CH:12][C:11]=2[N:10]=1.N12CCCN=C1CCCCC2. Product: [NH2:8][C:9]1[C:18]2[N:19]=[C:20]([CH2:29][CH2:30][CH3:31])[N:21]([CH2:22][CH2:23][CH2:24][CH2:25][N:26]([O:27][CH3:28])[C:6]([NH2:5])=[O:7])[C:17]=2[C:16]2[CH:15]=[CH:14][CH:13]=[CH:12][C:11]=2[N:10]=1. The catalyst class is: 503.